This data is from Forward reaction prediction with 1.9M reactions from USPTO patents (1976-2016). The task is: Predict the product of the given reaction. (1) Given the reactants [OH:1][N:2]1[C:6](=[O:7])[C:5]2=[CH:8][CH:9]=[CH:10][CH:11]=[C:4]2[C:3]1=[O:12].Br[CH2:14][CH:15]=[C:16]([CH3:18])[CH3:17].[OH-].[K+], predict the reaction product. The product is: [CH3:17][C:16]([CH3:18])=[CH:15][CH2:14][O:1][N:2]1[C:3](=[O:12])[C:4]2[C:5](=[CH:8][CH:9]=[CH:10][CH:11]=2)[C:6]1=[O:7]. (2) The product is: [Cl:1][C:2]1[C:3](=[O:21])[NH:4][N:5]=[CH:6][C:7]=1[O:8][C:9]1[CH:14]=[CH:13][CH:12]=[CH:11][CH:10]=1. Given the reactants [Cl:1][C:2]1[C:3](=[O:21])[N:4](C2CCCCO2)[N:5]=[CH:6][C:7]=1[O:8][C:9]1[CH:14]=[CH:13][CH:12]=[CH:11][CH:10]=1.Cl, predict the reaction product. (3) Given the reactants [OH:1][C:2]1[CH:7]=[C:6]([OH:8])[CH:5]=[CH:4][C:3]=1[C:9](=[O:21])[CH2:10][C:11]1[CH:16]=[CH:15][C:14]([OH:17])=[C:13]([N+:18]([O-:20])=[O:19])[CH:12]=1.[C:22](O[C:22]([C:24]([F:27])([F:26])[F:25])=O)([C:24]([F:27])([F:26])[F:25])=O, predict the reaction product. The product is: [OH:8][C:6]1[CH:7]=[C:2]2[C:3]([C:9](=[O:21])[C:10]([C:11]3[CH:16]=[CH:15][C:14]([OH:17])=[C:13]([N+:18]([O-:20])=[O:19])[CH:12]=3)=[C:22]([C:24]([F:27])([F:26])[F:25])[O:1]2)=[CH:4][CH:5]=1. (4) Given the reactants N1C(C)=CC(C)=CC=1C.N1C(Cl)=NC(Cl)=NC=1Cl.[CH2:19]([C:31]1[CH:32]=[C:33]([C:37]2[O:41][N:40]=[C:39]([C:42]3([C:45]([NH2:47])=O)[CH2:44][CH2:43]3)[N:38]=2)[CH:34]=[CH:35][CH:36]=1)[CH2:20][CH2:21][CH2:22][CH2:23][CH2:24][CH2:25][CH2:26][CH2:27][CH2:28][CH2:29][CH3:30], predict the reaction product. The product is: [CH2:19]([C:31]1[CH:32]=[C:33]([C:37]2[O:41][N:40]=[C:39]([C:42]3([C:45]#[N:47])[CH2:44][CH2:43]3)[N:38]=2)[CH:34]=[CH:35][CH:36]=1)[CH2:20][CH2:21][CH2:22][CH2:23][CH2:24][CH2:25][CH2:26][CH2:27][CH2:28][CH2:29][CH3:30]. (5) Given the reactants [CH3:1][O:2][C:3]1[CH:8]=[CH:7][CH:6]=[CH:5][C:4]=1[C:9]1[NH:10][C:11](=O)[C:12]2[C:17]([CH3:18])=[CH:16][S:15][C:13]=2[N:14]=1.O=P(Cl)(Cl)[Cl:22].CN(C)C1C=CC=CC=1.C([O-])(O)=O.[Na+], predict the reaction product. The product is: [Cl:22][C:11]1[C:12]2[C:17]([CH3:18])=[CH:16][S:15][C:13]=2[N:14]=[C:9]([C:4]2[CH:5]=[CH:6][CH:7]=[CH:8][C:3]=2[O:2][CH3:1])[N:10]=1. (6) Given the reactants [CH3:1][O:2][C:3]1[C:8]([NH2:9])=[C:7]([O:10][CH3:11])[N:6]=[C:5]([NH:12][CH2:13][C:14]2[N:15]([CH2:19][O:20][CH2:21][CH2:22][Si:23]([CH3:26])([CH3:25])[CH3:24])[CH:16]=[CH:17][N:18]=2)[N:4]=1.[Br:27][C:28]1[S:29][CH:30]=[C:31]([C:33](O)=[O:34])[N:32]=1.C(N(CC)CC)C.CN(C(ON1N=NC2C=CC=CC1=2)=[N+](C)C)C.F[P-](F)(F)(F)(F)F, predict the reaction product. The product is: [Br:27][C:28]1[S:29][CH:30]=[C:31]([C:33]([NH:9][C:8]2[C:3]([O:2][CH3:1])=[N:4][C:5]([NH:12][CH2:13][C:14]3[N:15]([CH2:19][O:20][CH2:21][CH2:22][Si:23]([CH3:24])([CH3:26])[CH3:25])[CH:16]=[CH:17][N:18]=3)=[N:6][C:7]=2[O:10][CH3:11])=[O:34])[N:32]=1. (7) Given the reactants [C:1]([CH2:3][CH:4]1[CH2:11][N:10]2[C:12]3[CH:13]=[C:14]([C:25]([O:27][CH3:28])=[O:26])[CH:15]=[CH:16][C:17]=3[C:18]([CH:19]3[CH2:24][CH2:23][CH2:22][CH2:21][CH2:20]3)=[C:9]2[C:8]2[CH:29]=[CH:30][CH:31]=[CH:32][C:7]=2[O:6][CH2:5]1)#[N:2], predict the reaction product. The product is: [NH2:2][CH2:1][CH2:3][CH:4]1[CH2:11][N:10]2[C:12]3[CH:13]=[C:14]([C:25]([O:27][CH3:28])=[O:26])[CH:15]=[CH:16][C:17]=3[C:18]([CH:19]3[CH2:20][CH2:21][CH2:22][CH2:23][CH2:24]3)=[C:9]2[C:8]2[CH:29]=[CH:30][CH:31]=[CH:32][C:7]=2[O:6][CH2:5]1. (8) The product is: [NH2:8][C:9]1[C:17]2[C:16](=[O:18])[N:15]([CH3:19])[CH2:14][C:13]=2[C:12]([C:20]([OH:22])=[O:21])=[CH:11][CH:10]=1. Given the reactants C(OC([NH:8][C:9]1[C:17]2[C:16](=[O:18])[N:15]([CH3:19])[CH2:14][C:13]=2[C:12]([C:20]([OH:22])=[O:21])=[CH:11][CH:10]=1)=O)(C)(C)C.C(O)(C(F)(F)F)=O, predict the reaction product.